Dataset: Reaction yield outcomes from USPTO patents with 853,638 reactions. Task: Predict the reaction yield, written as a fraction of the theoretical maximum amount of product (1.0 means a 100% yield; for example, 0.34 means a 34% yield). (1) The reactants are [S:1](Cl)([C:4]1[CH:10]=[CH:9][C:7]([CH3:8])=[CH:6][CH:5]=1)(=[O:3])=[O:2].[N-:12]=[N+:13]=[N-:14].[Na+]. The catalyst is CC(C)=O. The product is [S:1]([N:12]=[N+:13]=[N-:14])([C:4]1[CH:10]=[CH:9][C:7]([CH3:8])=[CH:6][CH:5]=1)(=[O:3])=[O:2]. The yield is 0.970. (2) The reactants are [Br:1][C:2]1[C:3](OS(C(F)(F)F)(=O)=O)=[C:4]([C:7]([O:9][CH3:10])=[O:8])[S:5][CH:6]=1.[C:19]([O-])([O-])=O.[K+].[K+].CB(O)O. The catalyst is O1CCOCC1.O.C1C=CC([P]([Pd]([P](C2C=CC=CC=2)(C2C=CC=CC=2)C2C=CC=CC=2)([P](C2C=CC=CC=2)(C2C=CC=CC=2)C2C=CC=CC=2)[P](C2C=CC=CC=2)(C2C=CC=CC=2)C2C=CC=CC=2)(C2C=CC=CC=2)C2C=CC=CC=2)=CC=1. The product is [Br:1][C:2]1[C:3]([CH3:19])=[C:4]([C:7]([O:9][CH3:10])=[O:8])[S:5][CH:6]=1. The yield is 0.840. (3) The reactants are [OH:1][C:2]1[CH:7]=[CH:6][C:5]([S:8][C:9]2[CH:14]=[CH:13][C:12]([NH:15][C:16](=[O:23])[C:17]3[CH:22]=[CH:21][CH:20]=[CH:19][CH:18]=3)=[CH:11][C:10]=2[N+:24]([O-])=O)=[CH:4][CH:3]=1. The catalyst is CCO.CC(O)=O.[Fe]. The product is [NH2:24][C:10]1[CH:11]=[C:12]([NH:15][C:16](=[O:23])[C:17]2[CH:22]=[CH:21][CH:20]=[CH:19][CH:18]=2)[CH:13]=[CH:14][C:9]=1[S:8][C:5]1[CH:4]=[CH:3][C:2]([OH:1])=[CH:7][CH:6]=1. The yield is 0.860.